From a dataset of Peptide-MHC class I binding affinity with 185,985 pairs from IEDB/IMGT. Regression. Given a peptide amino acid sequence and an MHC pseudo amino acid sequence, predict their binding affinity value. This is MHC class I binding data. (1) The peptide sequence is KVMALPIPH. The MHC is HLA-B40:01 with pseudo-sequence HLA-B40:01. The binding affinity (normalized) is 0.0847. (2) The peptide sequence is YLEGTRTLL. The MHC is HLA-A80:01 with pseudo-sequence HLA-A80:01. The binding affinity (normalized) is 0.0847.